From a dataset of CYP2C19 inhibition data for predicting drug metabolism from PubChem BioAssay. Regression/Classification. Given a drug SMILES string, predict its absorption, distribution, metabolism, or excretion properties. Task type varies by dataset: regression for continuous measurements (e.g., permeability, clearance, half-life) or binary classification for categorical outcomes (e.g., BBB penetration, CYP inhibition). Dataset: cyp2c19_veith. (1) The drug is CN1C(=C2C(=O)OC(C)(C)OC2=O)Sc2ccccc21. The result is 1 (inhibitor). (2) The drug is COCCN1C(=O)C(O)=C(C(=O)c2cccs2)C1c1ccccc1. The result is 0 (non-inhibitor). (3) The compound is O=c1c(-c2ccc(Cl)cc2)nc2cncnc2n1Cc1ccc(F)cc1. The result is 0 (non-inhibitor). (4) The drug is Cc1cc([C@](C)(N)C(=O)O)ccc1P(=O)(O)O. The result is 0 (non-inhibitor). (5) The drug is CC(C)(CCC(C)(C)c1ccccc1)c1ccccc1. The result is 0 (non-inhibitor). (6) The molecule is C=C(C)C(=O)N1CC2(CC(c3cccc(NC(=O)c4ccccc4)c3)=NO2)C[C@@H]1C(N)=O. The result is 0 (non-inhibitor).